Dataset: Forward reaction prediction with 1.9M reactions from USPTO patents (1976-2016). Task: Predict the product of the given reaction. (1) Given the reactants C[O:2][C:3](=[O:14])[C:4]1[CH:9]=[CH:8][C:7]([N:10]=[N+:11]=[N-:12])=[C:6]([I:13])[CH:5]=1.[Li+].[OH-].Cl, predict the reaction product. The product is: [N:10]([C:7]1[CH:8]=[CH:9][C:4]([C:3]([OH:14])=[O:2])=[CH:5][C:6]=1[I:13])=[N+:11]=[N-:12]. (2) The product is: [NH2:17][C:14]1[CH:15]=[CH:16][C:11]([O:10][C:8]2[CH:7]=[CH:6][C:5]([NH:22][S:23]([C:26]3[CH:31]=[CH:30][C:29]([CH3:32])=[CH:28][CH:27]=3)(=[O:25])=[O:24])=[C:4]([CH:9]=2)[C:3]([O:2][CH3:1])=[O:33])=[CH:12][C:13]=1[C:20]([NH2:21])=[O:39]. Given the reactants [CH3:1][O:2][C:3](=[O:33])[C:4]1[CH:9]=[C:8]([O:10][C:11]2[CH:16]=[CH:15][C:14]([N+:17]([O-])=O)=[C:13]([C:20]#[N:21])[CH:12]=2)[CH:7]=[CH:6][C:5]=1[NH:22][S:23]([C:26]1[CH:31]=[CH:30][C:29]([CH3:32])=[CH:28][CH:27]=1)(=[O:25])=[O:24].[Cl-].[NH4+].C1C[O:39]CC1.CO, predict the reaction product. (3) Given the reactants [F:1][C:2]1[CH:3]=[C:4]([CH:8]2[CH:13]([CH2:14][N:15]([C@@H:23]([C:25]3[C:34]4[C:29](=[CH:30][CH:31]=[CH:32][CH:33]=4)[CH:28]=[CH:27][CH:26]=3)[CH3:24])[C:16](=[O:22])[O:17][C:18]([CH3:21])([CH3:20])[CH3:19])[CH2:12][CH2:11][NH:10][CH2:9]2)[CH:5]=[CH:6][CH:7]=1.[H-].[Na+].Cl[C:38]1[O:39][C:40]2[CH:46]=[CH:45][C:44]([C:47]([O:49][CH3:50])=[O:48])=[CH:43][C:41]=2[N:42]=1.O, predict the reaction product. The product is: [C:18]([O:17][C:16]([N:15]([CH2:14][CH:13]1[CH2:12][CH2:11][N:10]([C:38]2[O:39][C:40]3[CH:46]=[CH:45][C:44]([C:47]([O:49][CH3:50])=[O:48])=[CH:43][C:41]=3[N:42]=2)[CH2:9][CH:8]1[C:4]1[CH:5]=[CH:6][CH:7]=[C:2]([F:1])[CH:3]=1)[C@@H:23]([C:25]1[C:34]2[C:29](=[CH:30][CH:31]=[CH:32][CH:33]=2)[CH:28]=[CH:27][CH:26]=1)[CH3:24])=[O:22])([CH3:19])([CH3:21])[CH3:20]. (4) Given the reactants [CH3:1][O:2][C:3]1[CH:8]=[CH:7][C:6]([N+:9]([O-])=O)=[CH:5][C:4]=1[S:12]([NH:15][C@@H:16]1[CH2:20][CH2:19][N:18]([C:21]([O:23][C:24]([CH3:27])([CH3:26])[CH3:25])=[O:22])[CH2:17]1)(=[O:14])=[O:13], predict the reaction product. The product is: [NH2:9][C:6]1[CH:7]=[CH:8][C:3]([O:2][CH3:1])=[C:4]([S:12]([NH:15][C@@H:16]2[CH2:20][CH2:19][N:18]([C:21]([O:23][C:24]([CH3:25])([CH3:26])[CH3:27])=[O:22])[CH2:17]2)(=[O:14])=[O:13])[CH:5]=1. (5) Given the reactants [CH3:1][O:2][C:3]1[CH:4]=[C:5]([N:11]([CH3:27])[S:12]([C:15]2[CH:20]=[CH:19][C:18]([CH2:21][CH2:22][C:23](OC)=[O:24])=[CH:17][CH:16]=2)(=[O:14])=[O:13])[CH:6]=[CH:7][C:8]=1[O:9][CH3:10].[H-].[Al+3].[Li+].[H-].[H-].[H-], predict the reaction product. The product is: [CH3:1][O:2][C:3]1[CH:4]=[C:5]([N:11]([CH3:27])[S:12]([C:15]2[CH:20]=[CH:19][C:18]([CH2:21][CH2:22][CH2:23][OH:24])=[CH:17][CH:16]=2)(=[O:14])=[O:13])[CH:6]=[CH:7][C:8]=1[O:9][CH3:10]. (6) Given the reactants Cl[CH2:2][C:3]1[CH:28]=[CH:27][C:6]([O:7][CH2:8][C:9]2[N:10]=[C:11]([C:15]3[CH:20]=[CH:19][C:18]([CH2:21][C:22]([O:24][CH2:25][CH3:26])=[O:23])=[CH:17][CH:16]=3)[O:12][C:13]=2[CH3:14])=[C:5]([O:29][CH3:30])[CH:4]=1.Cl.[CH2:32]([C:34]1[S:35][C:36]([CH3:53])=[C:37](/[CH:39]=[CH:40]/[C:41]2[C:42]([OH:52])=[N:43][N:44]([C:46]3[CH:51]=[CH:50][CH:49]=[CH:48][CH:47]=3)[CH:45]=2)[N:38]=1)[CH3:33].C(=O)([O-])[O-].[K+].[K+].CN(C)C=O, predict the reaction product. The product is: [CH2:32]([C:34]1[S:35][C:36]([CH3:53])=[C:37](/[CH:39]=[CH:40]/[C:41]2[C:42]([O:52][CH2:2][C:3]3[CH:28]=[CH:27][C:6]([O:7][CH2:8][C:9]4[N:10]=[C:11]([C:15]5[CH:20]=[CH:19][C:18]([CH2:21][C:22]([O:24][CH2:25][CH3:26])=[O:23])=[CH:17][CH:16]=5)[O:12][C:13]=4[CH3:14])=[C:5]([O:29][CH3:30])[CH:4]=3)=[N:43][N:44]([C:46]3[CH:51]=[CH:50][CH:49]=[CH:48][CH:47]=3)[CH:45]=2)[N:38]=1)[CH3:33].